Dataset: Forward reaction prediction with 1.9M reactions from USPTO patents (1976-2016). Task: Predict the product of the given reaction. (1) Given the reactants [Cl:1][C:2]1[CH:7]=[C:6]([OH:8])[CH:5]=[CH:4][C:3]=1[CH:9]([CH3:25])[C:10]([C:16]1[CH:17]=[C:18]([CH3:24])[C:19](=[O:23])[N:20]([CH3:22])[CH:21]=1)([OH:15])[C:11]([F:14])([F:13])[F:12].[C:26]([C:28]1[CH:29]=[CH:30][C:31](F)=[N:32][C:33]=1[CH3:34])#[N:27].N12CCN(CC1)CC2, predict the reaction product. The product is: [Cl:1][C:2]1[CH:7]=[C:6]([CH:5]=[CH:4][C:3]=1[CH:9]([CH3:25])[C:10]([C:16]1[CH:17]=[C:18]([CH3:24])[C:19](=[O:23])[N:20]([CH3:22])[CH:21]=1)([OH:15])[C:11]([F:13])([F:14])[F:12])[O:8][C:31]1[CH:30]=[CH:29][C:28]([C:26]#[N:27])=[C:33]([CH3:34])[N:32]=1. (2) Given the reactants [F:1][C:2]1[C:3]([C:9]2[N:13]([CH:14]3[CH2:19][CH2:18][O:17][CH2:16][CH2:15]3)[C:12]([C:20]([F:23])([F:22])[F:21])=[N:11][CH:10]=2)=[N:4][C:5]([NH2:8])=[N:6][CH:7]=1.Br[C:25]1[CH:36]=[CH:35][C:28]([C:29]([N:31]2[CH2:34][CH2:33][CH2:32]2)=[O:30])=[CH:27][CH:26]=1, predict the reaction product. The product is: [N:31]1([C:29]([C:28]2[CH:35]=[CH:36][C:25]([NH:8][C:5]3[N:4]=[C:3]([C:9]4[N:13]([CH:14]5[CH2:19][CH2:18][O:17][CH2:16][CH2:15]5)[C:12]([C:20]([F:21])([F:23])[F:22])=[N:11][CH:10]=4)[C:2]([F:1])=[CH:7][N:6]=3)=[CH:26][CH:27]=2)=[O:30])[CH2:34][CH2:33][CH2:32]1. (3) The product is: [CH3:30][O:1][CH2:2][C:3]1[N:7]2[C:8](=[O:27])[N:9]([CH:11]3[CH2:12][CH2:13][N:14]([C:17]([O:19][CH2:20][C:21]4[CH:26]=[CH:25][CH:24]=[CH:23][CH:22]=4)=[O:18])[CH2:15][CH2:16]3)[CH2:10][C:6]2=[CH:5][N:4]=1. Given the reactants [OH:1][CH2:2][C:3]1[N:7]2[C:8](=[O:27])[N:9]([CH:11]3[CH2:16][CH2:15][N:14]([C:17]([O:19][CH2:20][C:21]4[CH:26]=[CH:25][CH:24]=[CH:23][CH:22]=4)=[O:18])[CH2:13][CH2:12]3)[CH2:10][C:6]2=[CH:5][N:4]=1.[H-].[Na+].[CH3:30]I.[Cl-].[NH4+], predict the reaction product. (4) Given the reactants [I:1][C:2]1[CH:8]=[C:7]([I:9])[C:6]([O:10][CH3:11])=[CH:5][C:3]=1[NH2:4].[N:12]([O-])=O.[Na+].[H+].[B-:17]([F:21])([F:20])([F:19])[F:18], predict the reaction product. The product is: [F:18][B-:17]([F:21])([F:20])[F:19].[I:1][C:2]1[CH:8]=[C:7]([I:9])[C:6]([O:10][CH3:11])=[CH:5][C:3]=1[N+:4]#[N:12]. (5) Given the reactants ON1C(=O)CCC1=O.CCN=C=NCCCN(C)C.Cl.Cl.[C:22]([O:32][CH2:33][CH2:34][CH2:35][NH2:36])(=[O:31])[CH:23]=[CH:24][C:25]1[CH:30]=[CH:29][CH:28]=[CH:27][CH:26]=1.C(=O)([O-])O.[Na+].[Cl-].[Na+], predict the reaction product. The product is: [C:22]([O:32][CH2:33][CH2:34][CH2:35][NH2:36])(=[O:31])[CH:23]=[CH:24][C:25]1[CH:30]=[CH:29][CH:28]=[CH:27][CH:26]=1. (6) Given the reactants Br[C:2]1[CH:3]=[C:4]([CH:8]=[C:9]([CH2:11][N:12]([CH3:14])[CH3:13])[CH:10]=1)[C:5]([OH:7])=O.[CH2:15]([N:17](CC)CC)C.F[P-](F)(F)(F)(F)F.C[N+](C)=C(N(C)C)ON1C2N=CC=CC=2N=N1.[NH:46]1[CH2:51][CH2:50][CH:49]([N:52]2[CH2:55][C:54]([CH2:78][C:79]#[N:80])([N:56]3[CH:60]=[C:59]([C:61]4[C:62]5[CH:69]=[CH:68][N:67](COCC[Si](C)(C)C)[C:63]=5[N:64]=[CH:65][N:66]=4)[CH:58]=[N:57]3)[CH2:53]2)[CH2:48][CH2:47]1, predict the reaction product. The product is: [C:79]([CH2:78][C:54]1([N:56]2[CH:60]=[C:59]([C:61]3[C:62]4[CH:69]=[CH:68][NH:67][C:63]=4[N:64]=[CH:65][N:66]=3)[CH:58]=[N:57]2)[CH2:55][N:52]([CH:49]2[CH2:50][CH2:51][N:46]([C:5]([C:4]3[CH:3]=[C:2]([CH:10]=[C:9]([CH2:11][N:12]([CH3:14])[CH3:13])[CH:8]=3)[C:15]#[N:17])=[O:7])[CH2:47][CH2:48]2)[CH2:53]1)#[N:80].